From a dataset of Full USPTO retrosynthesis dataset with 1.9M reactions from patents (1976-2016). Predict the reactants needed to synthesize the given product. (1) Given the product [CH2:13]([O:6][C:5](=[O:7])[CH2:4][CH2:3][C:2]([Br:1])=[CH2:8])[CH3:14], predict the reactants needed to synthesize it. The reactants are: [Br:1][C:2](=[CH2:8])[CH2:3][CH2:4][C:5]([OH:7])=[O:6].S(Cl)(Cl)=O.[CH2:13](O)[CH3:14].N1C=CC=CC=1.C(Cl)Cl. (2) Given the product [CH:12]1([O:15][N:3]2[C:4]([CH3:10])([CH3:9])[CH2:5][CH:6]([OH:8])[CH2:7][C:2]2([CH3:11])[CH3:1])[CH2:7][CH2:6][CH2:5][CH2:4][CH2:9]1, predict the reactants needed to synthesize it. The reactants are: [CH3:1][C:2]1([CH3:11])[CH2:7][CH:6]([OH:8])[CH2:5][C:4]([CH3:10])([CH3:9])[NH:3]1.[C:12](=[O:15])([O-])[O-].[Na+].[Na+].OO.F[B-](F)(F)F.[H+].S([O-])([O-])=O.[Na+].[Na+]. (3) The reactants are: [F:1][C:2]1[CH:7]=[CH:6][CH:5]=[C:4]([F:8])[C:3]=1[C:9]1[CH:14]=[C:13]([N+:15]([O-:17])=[O:16])[C:12]([NH2:18])=[C:11]([C:19]([F:22])([F:21])[F:20])[CH:10]=1.[H-].[Na+].[C:25]([C:29]1[C:30]([Cl:38])=[C:31]([C:35](O)=[O:36])[N:32]([CH3:34])[N:33]=1)([CH3:28])([CH3:27])[CH3:26].C(Cl)(=O)C(Cl)=O. Given the product [F:1][C:2]1[CH:7]=[CH:6][CH:5]=[C:4]([F:8])[C:3]=1[C:9]1[CH:14]=[C:13]([N+:15]([O-:17])=[O:16])[C:12]([NH:18][C:35]([C:31]2[N:32]([CH3:34])[N:33]=[C:29]([C:25]([CH3:27])([CH3:26])[CH3:28])[C:30]=2[Cl:38])=[O:36])=[C:11]([C:19]([F:22])([F:20])[F:21])[CH:10]=1, predict the reactants needed to synthesize it.